From a dataset of KCNQ2 potassium channel screen with 302,405 compounds. Binary Classification. Given a drug SMILES string, predict its activity (active/inactive) in a high-throughput screening assay against a specified biological target. (1) The molecule is s1c2nc(SCc3c(cccc3)C#N)n(N)c(=O)c2c(c1C(OC)=O)C. The result is 0 (inactive). (2) The drug is SCC(=O)Nc1cc2c(cc1)cccc2. The result is 0 (inactive).